From a dataset of Retrosynthesis with 50K atom-mapped reactions and 10 reaction types from USPTO. Predict the reactants needed to synthesize the given product. (1) Given the product CCOc1ccc2c3c(c(Cl)nc2c1)C(=O)c1cnccc1-3, predict the reactants needed to synthesize it. The reactants are: CCI.O=C1c2cnccc2-c2c1c(Cl)nc1cc(O)ccc21. (2) Given the product [N-]=[N+]=NCc1ccc2[nH]nnc2c1, predict the reactants needed to synthesize it. The reactants are: ClCc1ccc2[nH]nnc2c1.[N-]=[N+]=[N-]. (3) The reactants are: CCc1cccc(CC)c1N=C=O.c1ccc(C2CCC(NCC3CCCCC3)CC2)cc1. Given the product CCc1cccc(CC)c1NC(=O)N(CC1CCCCC1)C1CCC(c2ccccc2)CC1, predict the reactants needed to synthesize it.